From a dataset of Forward reaction prediction with 1.9M reactions from USPTO patents (1976-2016). Predict the product of the given reaction. (1) Given the reactants Cl[C:2]1[C:3]([CH2:23][OH:24])=[C:4]([N:8]2[CH:17]=[CH:16][C:15]3[C:10](=[C:11]([F:21])[CH:12]=[C:13]([CH:18]4[CH2:20][CH2:19]4)[CH:14]=3)[C:9]2=[O:22])[CH:5]=[CH:6][CH:7]=1.[CH3:25][N:26]1[CH:31]=[C:30](B2OC(C)(C)C(C)(C)O2)[CH:29]=[C:28]([NH:41][C:42]2[CH:47]=[CH:46][C:45]([N:48]3[CH2:53][CH2:52][N:51]([CH3:54])[CH2:50][CH2:49]3)=[CH:44][N:43]=2)[C:27]1=[O:55].C([O-])([O-])=O.[K+].[K+], predict the reaction product. The product is: [CH:18]1([C:13]2[CH:14]=[C:15]3[C:10](=[C:11]([F:21])[CH:12]=2)[C:9](=[O:22])[N:8]([C:4]2[CH:5]=[CH:6][CH:7]=[C:2]([C:30]4[CH:29]=[C:28]([NH:41][C:42]5[CH:47]=[CH:46][C:45]([N:48]6[CH2:49][CH2:50][N:51]([CH3:54])[CH2:52][CH2:53]6)=[CH:44][N:43]=5)[C:27](=[O:55])[N:26]([CH3:25])[CH:31]=4)[C:3]=2[CH2:23][OH:24])[CH:17]=[CH:16]3)[CH2:20][CH2:19]1. (2) Given the reactants [CH3:1][O:2][C:3]1[CH:8]=[CH:7][C:6]([CH:9]([C:11]2[C:20]([N+:21]([O-:23])=[O:22])=[C:19]3[C:14]([CH:15]=[CH:16][CH:17]=[N:18]3)=[CH:13][CH:12]=2)[OH:10])=[CH:5][CH:4]=1, predict the reaction product. The product is: [CH3:1][O:2][C:3]1[CH:8]=[CH:7][C:6]([C:9]([C:11]2[C:20]([N+:21]([O-:23])=[O:22])=[C:19]3[C:14]([CH:15]=[CH:16][CH:17]=[N:18]3)=[CH:13][CH:12]=2)=[O:10])=[CH:5][CH:4]=1. (3) Given the reactants C(N1C2C=C(C(O)=O)C=C3N(C)S(=O)(=O)C=CC(C=23)=C1)C.[CH3:22][N:23]1[C:34]2[C:35]3[C:27](=[CH:28][N:29]([CH:39]([CH3:41])[CH3:40])[C:30]=3[CH:31]=[C:32]([C:36]([OH:38])=[O:37])[CH:33]=2)[CH:26]=[C:25](C(O)=O)[S:24]1(=[O:46])=[O:45], predict the reaction product. The product is: [CH3:22][N:23]1[C:34]2[C:35]3[C:27](=[CH:28][N:29]([CH:39]([CH3:41])[CH3:40])[C:30]=3[CH:31]=[C:32]([C:36]([OH:38])=[O:37])[CH:33]=2)[CH:26]=[CH:25][S:24]1(=[O:46])=[O:45]. (4) Given the reactants [F:1][C:2]1[CH:7]=[CH:6][CH:5]=[CH:4][C:3]=1[C:8]1[N:12]([S:13]([C:16]2[CH:21]=[CH:20][CH:19]=[C:18]([O:22][CH2:23][C:24]([NH:26][CH2:27][CH2:28][CH2:29][OH:30])=[O:25])[CH:17]=2)(=[O:15])=[O:14])[CH:11]=[C:10]([CH2:31][N:32](C)[C:33](=O)OC(C)(C)C)[CH:9]=1.Cl.[C:42](=O)(O)[O-].[Na+].[O:47]1[CH2:52][CH2:51]OCC1, predict the reaction product. The product is: [F:1][C:2]1[CH:7]=[CH:6][CH:5]=[CH:4][C:3]=1[C:8]1[N:12]([S:13]([C:16]2[CH:17]=[C:18]([CH:19]=[CH:20][CH:21]=2)[O:22][CH2:23][C:24]([NH:26][C:27]2[CH:28]=[CH:29][CH:42]=[C:52]([OH:47])[CH:51]=2)=[O:25])(=[O:15])=[O:14])[CH:11]=[C:10]([CH2:31][NH:32][CH3:33])[CH:9]=1.[F:1][C:2]1[CH:7]=[CH:6][CH:5]=[CH:4][C:3]=1[C:8]1[N:12]([S:13]([C:16]2[CH:17]=[C:18]([CH:19]=[CH:20][CH:21]=2)[O:22][CH2:23][C:24]([NH:26][CH2:27][CH2:28][CH2:29][OH:30])=[O:25])(=[O:14])=[O:15])[CH:11]=[C:10]([CH2:31][NH:32][CH3:33])[CH:9]=1. (5) Given the reactants Cl[C:2]1[CH:7]=[C:6]([C:8]2[CH:13]=[C:12]([Cl:14])[CH:11]=[CH:10][C:9]=2[O:15][CH2:16][CH3:17])[N:5]=[C:4]([NH2:18])[N:3]=1.[Cl:19][C:20]1[CH:25]=[CH:24][C:23]([NH2:26])=[CH:22][CH:21]=1, predict the reaction product. The product is: [Cl:14][C:12]1[CH:11]=[CH:10][C:9]([O:15][CH2:16][CH3:17])=[C:8]([C:6]2[N:5]=[C:4]([NH2:18])[N:3]=[C:2]([NH:26][C:23]3[CH:24]=[CH:25][C:20]([Cl:19])=[CH:21][CH:22]=3)[CH:7]=2)[CH:13]=1. (6) Given the reactants [C:1]([O:5][C:6]([N:8]1[CH2:13][CH2:12][O:11][CH:10]([C:14]([OH:16])=[O:15])[CH2:9]1)=[O:7])([CH3:4])([CH3:3])[CH3:2].[C:17](=O)([O-])[O-].[K+].[K+].IC, predict the reaction product. The product is: [CH3:17][O:15][C:14]([CH:10]1[O:11][CH2:12][CH2:13][N:8]([C:6]([O:5][C:1]([CH3:4])([CH3:2])[CH3:3])=[O:7])[CH2:9]1)=[O:16].